This data is from Catalyst prediction with 721,799 reactions and 888 catalyst types from USPTO. The task is: Predict which catalyst facilitates the given reaction. (1) Reactant: [CH:1]([NH:3][C:4]1[S:5][C:6]([Cl:16])=[C:7]([C:9](=[O:15])[C:10]([O:12]CC)=[O:11])[N:8]=1)=[O:2].[OH-].[Na+].Cl. Product: [CH:1]([NH:3][C:4]1[S:5][C:6]([Cl:16])=[C:7]([C:9](=[O:15])[C:10]([OH:12])=[O:11])[N:8]=1)=[O:2]. The catalyst class is: 6. (2) Reactant: [CH3:1][O:2][C:3]1[CH:8]=[CH:7][C:6]([C:9]2[CH:10]=[C:11](/[CH:20]=[CH:21]/C(N=[N+]=[N-])=O)[O:12][C:13]=2[C:14]2[CH:19]=[CH:18][CH:17]=[CH:16][CH:15]=2)=[CH:5][CH:4]=1.C([N:31]([CH2:36]CCC)CCCC)CCC.C1C=CC(C2C=CC=CC=2)=CC=1.C1C=CC([O:58]C2C=CC=CC=2)=CC=1. Product: [CH3:1][O:2][C:3]1[CH:8]=[CH:7][C:6]([C:9]2[C:10]3[C:36](=[O:58])[NH:31][CH:21]=[CH:20][C:11]=3[O:12][C:13]=2[C:14]2[CH:19]=[CH:18][CH:17]=[CH:16][CH:15]=2)=[CH:5][CH:4]=1. The catalyst class is: 715. (3) Reactant: [CH2:1]([O:3][C:4](=[O:29])[C:5](=[CH:11][NH:12][C:13]1[N:14]([C:25]([CH3:28])([CH3:27])[CH3:26])[N:15]=[C:16]([C:18]2[CH:23]=[CH:22][C:21]([CH3:24])=[CH:20][CH:19]=2)[CH:17]=1)[C:6]([O:8]CC)=O)[CH3:2]. The catalyst class is: 400. Product: [CH2:1]([O:3][C:4]([C:5]1[C:6]([OH:8])=[C:17]2[C:16]([C:18]3[CH:19]=[CH:20][C:21]([CH3:24])=[CH:22][CH:23]=3)=[N:15][N:14]([C:25]([CH3:27])([CH3:26])[CH3:28])[C:13]2=[N:12][CH:11]=1)=[O:29])[CH3:2].